Dataset: Forward reaction prediction with 1.9M reactions from USPTO patents (1976-2016). Task: Predict the product of the given reaction. (1) Given the reactants [CH2:1]([O:8][C:9]1[C:32]([Cl:33])=[CH:31][C:12]([C:13]([NH:15][C:16]2[CH:21]=[C:20]([S:22](=[O:29])(=[O:28])[N:23]([CH2:26][CH3:27])[CH2:24][CH3:25])[CH:19]=[CH:18][C:17]=2[OH:30])=[O:14])=[CH:11][C:10]=1[Cl:34])[C:2]1[CH:7]=[CH:6][CH:5]=[CH:4][CH:3]=1.C(=O)([O-])[O-].[K+].[K+].Br[CH2:42][CH2:43]Br.O, predict the reaction product. The product is: [CH2:26]([N:23]([CH2:24][CH3:25])[S:22]([C:20]1[CH:19]=[CH:18][C:17]2[O:30][CH2:43][CH2:42][N:15]([C:13](=[O:14])[C:12]3[CH:11]=[C:10]([Cl:34])[C:9]([O:8][CH2:1][C:2]4[CH:3]=[CH:4][CH:5]=[CH:6][CH:7]=4)=[C:32]([Cl:33])[CH:31]=3)[C:16]=2[CH:21]=1)(=[O:28])=[O:29])[CH3:27]. (2) Given the reactants [OH:1][C:2]1[CH:6]([CH3:7])[O:5][C:4](=[O:8])[CH:3]=1.N1C(C)=CC=CC=1C.[S:17](O[S:17]([C:20]([F:23])([F:22])[F:21])(=[O:19])=[O:18])([C:20]([F:23])([F:22])[F:21])(=[O:19])=[O:18], predict the reaction product. The product is: [F:21][C:20]([F:23])([F:22])[S:17]([O:1][C:2]1[CH:6]([CH3:7])[O:5][C:4](=[O:8])[CH:3]=1)(=[O:19])=[O:18]. (3) Given the reactants Cl[C:2]1[N:7]=[CH:6][C:5]([C:8]([O:10][CH2:11][CH3:12])=[O:9])=[CH:4][CH:3]=1.[NH:13]1[CH:17]=[C:16](B(O)O)[CH:15]=[N:14]1.C(=O)([O-])[O-].[Na+].[Na+], predict the reaction product. The product is: [NH:13]1[CH:17]=[C:16]([C:2]2[N:7]=[CH:6][C:5]([C:8]([O:10][CH2:11][CH3:12])=[O:9])=[CH:4][CH:3]=2)[CH:15]=[N:14]1. (4) Given the reactants [S:1]([O-:5])([OH:4])(=[O:3])=[O:2].[Cs+:6].[NH:7]1[CH:11]=[CH:10][N:9]=[CH:8]1, predict the reaction product. The product is: [S:1]([O-:5])([OH:4])(=[O:3])=[O:2].[Cs+:6].[NH:7]1[CH:11]=[CH:10][N:9]=[CH:8]1. (5) Given the reactants [C:1]1([N:7]2[C:11]3([CH2:16][CH2:15][NH:14][CH2:13][CH2:12]3)[C:10](=[O:17])[NH:9][CH2:8]2)[CH:6]=[CH:5][CH:4]=[CH:3][CH:2]=1.Cl[C:19]1[CH:20]=[CH:21][C:22]2[N:23]([C:25]([C:28]([F:31])([F:30])[F:29])=[N:26][N:27]=2)[N:24]=1, predict the reaction product. The product is: [C:1]1([N:7]2[C:11]3([CH2:12][CH2:13][N:14]([C:19]4[CH:20]=[CH:21][C:22]5[N:23]([C:25]([C:28]([F:29])([F:31])[F:30])=[N:26][N:27]=5)[N:24]=4)[CH2:15][CH2:16]3)[C:10](=[O:17])[NH:9][CH2:8]2)[CH:2]=[CH:3][CH:4]=[CH:5][CH:6]=1.